The task is: Regression. Given two drug SMILES strings and cell line genomic features, predict the synergy score measuring deviation from expected non-interaction effect.. This data is from NCI-60 drug combinations with 297,098 pairs across 59 cell lines. Drug 1: C1=CC(=CC=C1C#N)C(C2=CC=C(C=C2)C#N)N3C=NC=N3. Drug 2: CC1=C2C(C(=O)C3(C(CC4C(C3C(C(C2(C)C)(CC1OC(=O)C(C(C5=CC=CC=C5)NC(=O)C6=CC=CC=C6)O)O)OC(=O)C7=CC=CC=C7)(CO4)OC(=O)C)O)C)OC(=O)C. Cell line: KM12. Synergy scores: CSS=45.9, Synergy_ZIP=4.34, Synergy_Bliss=3.07, Synergy_Loewe=-21.3, Synergy_HSA=0.879.